Dataset: Retrosynthesis with 50K atom-mapped reactions and 10 reaction types from USPTO. Task: Predict the reactants needed to synthesize the given product. (1) The reactants are: C#Cc1ccc(N)nc1.Clc1ccc(-c2cc(C3CC3)c3ncc(I)n3c2)cc1. Given the product Nc1ccc(C#Cc2cnc3c(C4CC4)cc(-c4ccc(Cl)cc4)cn23)cn1, predict the reactants needed to synthesize it. (2) The reactants are: N#Cc1ccc2c(c1)CCC(=O)C2.N#Cc1ccc2c(c1)CCC(N1CCNCC1=O)C2. Given the product N#Cc1ccc2c(c1)CCC(N1CCN(C3CCc4cc(C#N)ccc4C3)C(=O)C1)C2, predict the reactants needed to synthesize it. (3) Given the product CCN(CC)CCOc1ccc([N+](=O)[O-])cc1, predict the reactants needed to synthesize it. The reactants are: CCN(CC)CCCl.O=[N+]([O-])c1ccc(O)cc1. (4) Given the product CCC(=O)c1cnc2c(OCCS(C)=O)cccc2c1Nc1ccccc1C, predict the reactants needed to synthesize it. The reactants are: CCC(=O)c1cnc2c(OCCSC)cccc2c1Nc1ccccc1C.O=C([O-])O.